From a dataset of Full USPTO retrosynthesis dataset with 1.9M reactions from patents (1976-2016). Predict the reactants needed to synthesize the given product. (1) Given the product [Cl:8][C:4]1[CH:5]=[CH:6][CH:7]=[C:2]([Cl:1])[C:3]=1[CH:9]1[CH2:10][CH2:11][N:12]([CH2:25][C:17]2[NH:18][C:19]3[C:24]([C:16]=2[CH3:15])=[CH:23][CH:22]=[CH:21][CH:20]=3)[CH2:13][CH2:14]1, predict the reactants needed to synthesize it. The reactants are: [Cl:1][C:2]1[CH:7]=[CH:6][CH:5]=[C:4]([Cl:8])[C:3]=1[CH:9]1[CH2:14][CH2:13][NH:12][CH2:11][CH2:10]1.[CH3:15][C:16]1[C:24]2[C:19](=[CH:20][CH:21]=[CH:22][CH:23]=2)[NH:18][C:17]=1[CH:25]=O.[BH3-]C#N.[Na+]. (2) Given the product [CH3:17][O:18][C:19](=[O:29])[C:20]1[CH:25]=[C:24]([O:26][CH3:27])[CH:23]=[CH:22][C:21]=1[NH:15][C:14]1[N:10]([C:5]2[CH:6]=[CH:7][CH:8]=[CH:9][C:4]=2[O:3][CH2:1][CH3:2])[N:11]=[C:12]([CH3:16])[CH:13]=1, predict the reactants needed to synthesize it. The reactants are: [CH2:1]([O:3][C:4]1[CH:9]=[CH:8][CH:7]=[CH:6][C:5]=1[N:10]1[C:14]([NH2:15])=[CH:13][C:12]([CH3:16])=[N:11]1)[CH3:2].[CH3:17][O:18][C:19](=[O:29])[C:20]1[CH:25]=[C:24]([O:26][CH3:27])[CH:23]=[CH:22][C:21]=1Br.P([O-])([O-])([O-])=O.[K+].[K+].[K+]. (3) The reactants are: C[O:2][C:3](=[O:21])[CH2:4][CH2:5][C:6]1[O:10][C:9]([C:11]2[CH:12]=[C:13]([CH:18]=[CH:19][CH:20]=2)[C:14]([O:16]C)=[O:15])=[N:8][CH:7]=1.O.[OH-].[Li+].Cl. Given the product [C:3]([CH2:4][CH2:5][C:6]1[O:10][C:9]([C:11]2[CH:12]=[C:13]([CH:18]=[CH:19][CH:20]=2)[C:14]([OH:16])=[O:15])=[N:8][CH:7]=1)([OH:21])=[O:2], predict the reactants needed to synthesize it. (4) The reactants are: Cl.Cl[CH2:3][C:4]1[N:5]([CH2:9][CH3:10])[N:6]=[CH:7][N:8]=1.[C:11]1([N:17]2[C:21]3[NH:22][C:23](=[O:30])[C:24]4[CH:25]=[CH:26][CH:27]=[CH:28][C:29]=4[C:20]=3[CH:19]=[N:18]2)[CH:16]=[CH:15][CH:14]=[CH:13][CH:12]=1. Given the product [CH2:9]([N:5]1[C:4]([CH2:3][O:30][C:23]2[C:24]3[CH:25]=[CH:26][CH:27]=[CH:28][C:29]=3[C:20]3[CH:19]=[N:18][N:17]([C:11]4[CH:16]=[CH:15][CH:14]=[CH:13][CH:12]=4)[C:21]=3[N:22]=2)=[N:8][CH:7]=[N:6]1)[CH3:10], predict the reactants needed to synthesize it. (5) Given the product [CH3:3][O:4][C:5](=[O:35])[C:6]1[CH:11]=[C:10]([C:12](=[O:27])[C:13]2[CH:18]=[CH:17][C:16]([N:19]([C:20]3[CH:25]=[CH:24][C:23]([Cl:26])=[CH:22][CH:21]=3)[CH3:37])=[CH:15][N:14]=2)[CH:9]=[CH:8][C:7]=1[O:28][C:29]1[CH:30]=[CH:31][CH:32]=[CH:33][CH:34]=1, predict the reactants needed to synthesize it. The reactants are: [H-].[Na+].[CH3:3][O:4][C:5](=[O:35])[C:6]1[CH:11]=[C:10]([C:12](=[O:27])[C:13]2[CH:18]=[CH:17][C:16]([NH:19][C:20]3[CH:25]=[CH:24][C:23]([Cl:26])=[CH:22][CH:21]=3)=[CH:15][N:14]=2)[CH:9]=[CH:8][C:7]=1[O:28][C:29]1[CH:34]=[CH:33][CH:32]=[CH:31][CH:30]=1.I[CH3:37]. (6) Given the product [CH3:17][O:18][N:19]([CH3:48])[C:20]([CH:21]1[CH2:7][CH:22]1[C:23]1[N:24]=[CH:25][N:26]([C:28]([C:35]2[CH:36]=[CH:37][CH:38]=[CH:39][CH:40]=2)([C:41]2[CH:42]=[CH:43][CH:44]=[CH:45][CH:46]=2)[C:29]2[CH:34]=[CH:33][CH:32]=[CH:31][CH:30]=2)[CH:27]=1)=[O:47], predict the reactants needed to synthesize it. The reactants are: [I-].C[S+](C)(C)=O.[CH3:7]C(C)([O-])C.[K+].CS(C)=O.[CH3:17][O:18][N:19]([CH3:48])[C:20](=[O:47])/[CH:21]=[CH:22]/[C:23]1[N:24]=[CH:25][N:26]([C:28]([C:41]2[CH:46]=[CH:45][CH:44]=[CH:43][CH:42]=2)([C:35]2[CH:40]=[CH:39][CH:38]=[CH:37][CH:36]=2)[C:29]2[CH:34]=[CH:33][CH:32]=[CH:31][CH:30]=2)[CH:27]=1. (7) Given the product [Br:1][C:2]1[CH:3]=[CH:4][C:5]2[O:9][C:8]([C:10]3[CH:11]=[C:12]([NH:17][C:22](=[O:23])[C:21]4[CH:25]=[C:26]([Cl:29])[CH:27]=[CH:28][C:20]=4[Cl:19])[CH:13]=[CH:14][C:15]=3[Cl:16])=[N:7][C:6]=2[CH:18]=1, predict the reactants needed to synthesize it. The reactants are: [Br:1][C:2]1[CH:3]=[CH:4][C:5]2[O:9][C:8]([C:10]3[CH:11]=[C:12]([NH2:17])[CH:13]=[CH:14][C:15]=3[Cl:16])=[N:7][C:6]=2[CH:18]=1.[Cl:19][C:20]1[CH:28]=[CH:27][C:26]([Cl:29])=[CH:25][C:21]=1[C:22](Cl)=[O:23]. (8) Given the product [Br:39][CH2:11][C:3]1[C:4]([CH:8]2[CH2:10][CH2:9]2)=[CH:5][CH:6]=[CH:7][C:2]=1[Cl:1], predict the reactants needed to synthesize it. The reactants are: [Cl:1][C:2]1[CH:7]=[CH:6][CH:5]=[C:4]([CH:8]2[CH2:10][CH2:9]2)[C:3]=1[CH2:11]O.C1C=CC(P(C2C=CC=CC=2)C2C=CC=CC=2)=CC=1.C1C(=O)N([Br:39])C(=O)C1.